This data is from Reaction yield outcomes from USPTO patents with 853,638 reactions. The task is: Predict the reaction yield, written as a fraction of the theoretical maximum amount of product (1.0 means a 100% yield; for example, 0.34 means a 34% yield). The reactants are CN(C=O)C.CO[C:8](=[O:19])[C:9]1[CH:14]=[C:13]([N+:15]([O-:17])=[O:16])[CH:12]=[N:11][C:10]=1Cl.[C:20]([O:24][CH3:25])(=[O:23])[CH2:21][SH:22].C(=O)([O-])[O-].[K+].[K+]. The catalyst is O. The product is [CH3:25][O:24][C:20]([C:21]1[S:22][C:10]2=[N:11][CH:12]=[C:13]([N+:15]([O-:17])=[O:16])[CH:14]=[C:9]2[C:8]=1[OH:19])=[O:23]. The yield is 0.760.